Predict the product of the given reaction. From a dataset of Forward reaction prediction with 1.9M reactions from USPTO patents (1976-2016). Given the reactants [CH:1]1([CH2:4][NH:5][C:6](=[O:17])[CH2:7][C:8]2[CH:16]=[CH:15][C:11]([C:12]([O-:14])=O)=[CH:10][CH:9]=2)[CH2:3][CH2:2]1.[Na+].[F:19][C:20]([F:41])([F:40])[C:21]([C:27]1[CH:32]=[CH:31][C:30]([CH2:33][N:34]2[CH2:39][CH2:38][NH:37][CH2:36][CH2:35]2)=[CH:29][CH:28]=1)([OH:26])[C:22]([F:25])([F:24])[F:23].C(N(CC)CC)C.CCCP1(OP(CCC)(=O)OP(CCC)(=O)O1)=O, predict the reaction product. The product is: [CH:1]1([CH2:4][NH:5][C:6](=[O:17])[CH2:7][C:8]2[CH:9]=[CH:10][C:11]([C:12]([N:37]3[CH2:38][CH2:39][N:34]([CH2:33][C:30]4[CH:31]=[CH:32][C:27]([C:21]([OH:26])([C:22]([F:23])([F:24])[F:25])[C:20]([F:41])([F:19])[F:40])=[CH:28][CH:29]=4)[CH2:35][CH2:36]3)=[O:14])=[CH:15][CH:16]=2)[CH2:2][CH2:3]1.